Dataset: Full USPTO retrosynthesis dataset with 1.9M reactions from patents (1976-2016). Task: Predict the reactants needed to synthesize the given product. (1) Given the product [NH:23]([C:2]1[N:10]=[C:9]2[C:5]([N:6]=[CH:7][N:8]2[C@H:11]2[C@H:15]([OH:16])[C@H:14]([OH:17])[C@@H:13]([CH2:18][OH:19])[O:12]2)=[C:4]([NH:20][CH3:21])[N:3]=1)[NH2:24], predict the reactants needed to synthesize it. The reactants are: Cl[C:2]1[N:10]=[C:9]2[C:5]([N:6]=[CH:7][N:8]2[C@H:11]2[C@H:15]([OH:16])[C@H:14]([OH:17])[C@@H:13]([CH2:18][OH:19])[O:12]2)=[C:4]([NH:20][CH3:21])[N:3]=1.O.[NH2:23][NH2:24]. (2) Given the product [CH3:1][N:2]([CH3:11])[C:3]1[CH:10]=[CH:9][C:6]([C:7]([NH:12][OH:13])=[NH:8])=[CH:5][N:4]=1, predict the reactants needed to synthesize it. The reactants are: [CH3:1][N:2]([CH3:11])[C:3]1[CH:10]=[CH:9][C:6]([C:7]#[N:8])=[CH:5][N:4]=1.[NH2:12][OH:13]. (3) Given the product [CH2:29]([O:28][C:26]([NH:1][CH2:2][CH:3]1[CH2:8][CH2:7][N:6]([C:9]([O:11][C:12]([CH3:15])([CH3:14])[CH3:13])=[O:10])[CH2:5][CH2:4]1)=[O:27])[C:30]1[CH:35]=[CH:34][CH:33]=[CH:32][CH:31]=1, predict the reactants needed to synthesize it. The reactants are: [NH2:1][CH2:2][CH:3]1[CH2:8][CH2:7][N:6]([C:9]([O:11][C:12]([CH3:15])([CH3:14])[CH3:13])=[O:10])[CH2:5][CH2:4]1.C(N(C(C)C)CC)(C)C.Cl[C:26]([O:28][CH2:29][C:30]1[CH:35]=[CH:34][CH:33]=[CH:32][CH:31]=1)=[O:27]. (4) Given the product [CH:19]12[N:22]([C:2]3[CH:9]=[CH:8][C:5]([C:6]#[N:7])=[CH:4][C:3]=3[C:10]([F:13])([F:12])[F:11])[CH:15]([CH2:21][CH2:20]1)[CH2:16][CH2:17][CH2:18]2, predict the reactants needed to synthesize it. The reactants are: F[C:2]1[CH:9]=[CH:8][C:5]([C:6]#[N:7])=[CH:4][C:3]=1[C:10]([F:13])([F:12])[F:11].Cl.[CH:15]12[NH:22][CH:19]([CH2:20][CH2:21]1)[CH2:18][CH2:17][CH2:16]2.C(N(CC)C(C)C)(C)C. (5) Given the product [CH3:24][C:20]([CH3:23])([CH2:21][CH3:22])[CH2:19][CH2:18][N:8]1[C:7](=[O:25])[C:6]([C:4]2[NH:26][C:27]3[CH:32]=[CH:31][C:30]([NH:33][S:34]([CH3:37])(=[O:35])=[O:36])=[CH:29][C:28]=3[S:38](=[O:40])(=[O:39])[N:41]=2)=[C:11]([OH:12])[C:10]([C:13]2[S:14][CH:15]=[CH:16][CH:17]=2)=[N:9]1, predict the reactants needed to synthesize it. The reactants are: C(O[C:4]([C:6]1[C:7](=[O:25])[N:8]([CH2:18][CH2:19][C:20]([CH3:24])([CH3:23])[CH2:21][CH3:22])[N:9]=[C:10]([C:13]2[S:14][CH:15]=[CH:16][CH:17]=2)[C:11]=1[OH:12])=O)C.[NH2:26][C:27]1[CH:32]=[CH:31][C:30]([NH:33][S:34]([CH3:37])(=[O:36])=[O:35])=[CH:29][C:28]=1[S:38]([NH2:41])(=[O:40])=[O:39].